Dataset: Forward reaction prediction with 1.9M reactions from USPTO patents (1976-2016). Task: Predict the product of the given reaction. (1) Given the reactants [OH-].[Li+].[C:3]([NH:7][C:8]1[CH:13]=[CH:12][C:11]([CH2:14][C@H:15]([NH:20][CH2:21][O:22][CH2:23][C:24]2[CH:29]=[CH:28][CH:27]=[CH:26][CH:25]=2)[C:16]([O:18]C)=[O:17])=[CH:10][CH:9]=1)(=[O:6])[CH:4]=[CH2:5].C1COCC1.O, predict the reaction product. The product is: [C:3]([NH:7][C:8]1[CH:9]=[CH:10][C:11]([CH2:14][C@H:15]([NH:20][CH2:21][O:22][CH2:23][C:24]2[CH:25]=[CH:26][CH:27]=[CH:28][CH:29]=2)[C:16]([OH:18])=[O:17])=[CH:12][CH:13]=1)(=[O:6])[CH:4]=[CH2:5]. (2) Given the reactants C[C:2]1[CH:10]=[C:9]2[C:5]([CH:6]=[CH:7][NH:8]2)=[CH:4][CH:3]=1.C1(CBr)CC1.C(OC(=O)C(SC1SC(N)=NC=1)C)C, predict the reaction product. The product is: [NH:8]1[C:9]2[C:5](=[CH:4][CH:3]=[CH:2][CH:10]=2)[CH:6]=[CH:7]1. (3) Given the reactants [CH2:1]([O:4][CH2:5][CH2:6][O:7][CH:8]1[CH2:14][CH2:13][CH2:12][S:9]1(=[O:11])=[O:10])[CH:2]=[CH2:3].[CH3:15][Si:16]([CH3:26])([CH3:25])[O:17][CH:18]([SiH3:24])[O:19][Si:20]([CH3:23])([CH3:22])[CH3:21], predict the reaction product. The product is: [CH3:21][Si:20]([CH3:23])([CH3:22])[O:19][CH:18]([SiH2:24][CH2:3][CH2:2][CH2:1][O:4][CH2:5][CH2:6][O:7][CH:8]1[CH2:14][CH2:13][CH2:12][S:9]1(=[O:10])=[O:11])[O:17][Si:16]([CH3:26])([CH3:25])[CH3:15]. (4) Given the reactants [C:1]([CH:7]1[CH2:12][CH2:11][CH2:10][CH2:9][C:8]1=O)(=O)[CH2:2][CH2:3][CH2:4][CH3:5].[NH:14]([CH2:16][C:17]1[CH:26]=[CH:25][C:20]([C:21]([O:23][CH3:24])=[O:22])=[CH:19][CH:18]=1)[NH2:15].C1(C)C=CC(S(O)(=O)=O)=CC=1, predict the reaction product. The product is: [CH2:2]([C:1]1[C:7]2[CH2:12][CH2:11][CH2:10][CH2:9][C:8]=2[N:14]([CH2:16][C:17]2[CH:26]=[CH:25][C:20]([C:21]([O:23][CH3:24])=[O:22])=[CH:19][CH:18]=2)[N:15]=1)[CH2:3][CH2:4][CH3:5]. (5) Given the reactants F[C:2]1[C:9]([N+:10]([O-:12])=[O:11])=[CH:8][CH:7]=[CH:6][C:3]=1[C:4]#[N:5].[CH3:13][C:14]1[CH:15]=[C:16]([CH:18]=[C:19]([CH3:21])[CH:20]=1)[NH2:17].C(N(CC)C(C)C)(C)C, predict the reaction product. The product is: [CH3:13][C:14]1[CH:15]=[C:16]([NH:17][C:2]2[C:9]([N+:10]([O-:12])=[O:11])=[CH:8][CH:7]=[CH:6][C:3]=2[C:4]#[N:5])[CH:18]=[C:19]([CH3:21])[CH:20]=1.